This data is from Catalyst prediction with 721,799 reactions and 888 catalyst types from USPTO. The task is: Predict which catalyst facilitates the given reaction. (1) Reactant: Cl.[CH2:2]([O:4][C:5]([C@@H:7]1[CH2:11][CH2:10][CH2:9][C@@H:8]1[NH2:12])=[O:6])[CH3:3].C([O-])(=O)C.[Na+].[CH:18](=O)[CH2:19][CH:20]([CH3:22])[CH3:21].C([BH3-])#N.[Na+].C(=O)(O)[O-].[Na+]. Product: [CH2:2]([O:4][C:5]([C@@H:7]1[CH2:11][CH2:10][CH2:9][C@@H:8]1[NH:12][CH2:18][CH2:19][CH:20]([CH3:22])[CH3:21])=[O:6])[CH3:3]. The catalyst class is: 5. (2) Reactant: [F:1][C:2]([F:31])([F:30])[C:3]1[CH:4]=[C:5]([NH:13][C:14](=[O:29])[CH2:15][N:16]2[CH2:21][CH2:20][N:19](C(OC(C)(C)C)=O)[CH2:18][CH2:17]2)[CH:6]=[C:7]([C:9]([F:12])([F:11])[F:10])[CH:8]=1.Cl. Product: [F:12][C:9]([F:10])([F:11])[C:7]1[CH:6]=[C:5]([NH:13][C:14](=[O:29])[CH2:15][N:16]2[CH2:17][CH2:18][NH:19][CH2:20][CH2:21]2)[CH:4]=[C:3]([C:2]([F:30])([F:31])[F:1])[CH:8]=1. The catalyst class is: 158. (3) Reactant: ClC1C=CC2N3C(=[N:10][N:11]=[C:12]3[CH:17]3[CH2:22][CH2:21][N:20]([C:23]4[CH:28]=[CH:27][CH:26]=[CH:25][N:24]=4)[CH2:19][CH2:18]3)CCN(C)CC=2C=1.CN1CC[O:34]CC1.[Cl:37][CH2:38][C:39](Cl)=[O:40]. The catalyst class is: 4. Product: [Cl:37][CH2:38][C:39]([NH:10][NH:11][C:12]([CH:17]1[CH2:22][CH2:21][N:20]([C:23]2[CH:28]=[CH:27][CH:26]=[CH:25][N:24]=2)[CH2:19][CH2:18]1)=[O:34])=[O:40]. (4) Reactant: Br[CH2:2][CH2:3][CH2:4][CH2:5][CH2:6][CH2:7][Br:8].[Mg]. Product: [Br:8][CH2:7][CH2:6][CH2:5][CH2:4][CH2:3][CH2:2][CH2:2][CH2:3][CH2:4][CH2:5][CH2:2][CH2:3][CH2:4][CH2:5][CH2:6][CH2:7][Br:8]. The catalyst class is: 1. (5) Reactant: [N:1]1[CH:6]=[CH:5][CH:4]=[C:3]([C:7]2[CH:8]=[C:9](N)[CH:10]=[CH:11][CH:12]=2)[CH:2]=1.[NH:14]1[C:22]2[C:17](=[CH:18][CH:19]=[CH:20][CH:21]=2)[C:16]([C:23]([OH:25])=O)=[CH:15]1.C1CCC([N:32]=C=NC2CCCCC2)CC1. Product: [N:1]1[CH:6]=[CH:5][CH:4]=[C:3]([C:7]2[CH:8]=[CH:9][C:10]([NH:32][C:23]([C:16]3[C:17]4[C:22](=[CH:21][CH:20]=[CH:19][CH:18]=4)[NH:14][CH:15]=3)=[O:25])=[CH:11][CH:12]=2)[CH:2]=1. The catalyst class is: 3.